From a dataset of Catalyst prediction with 721,799 reactions and 888 catalyst types from USPTO. Predict which catalyst facilitates the given reaction. (1) Product: [C:54]([C:56]1[C:57]([O:83][CH2:84][CH2:85][O:86][CH3:87])=[CH:58][C:59]([NH:62][C:63]([N:65]2[C:74]3[C:69](=[CH:70][C:71]([CH:80]4[CH2:82][CH2:81]4)=[C:72]([CH:75]=[O:76])[N:73]=3)[CH2:68][CH2:67][CH2:66]2)=[O:64])=[N:60][CH:61]=1)#[N:55]. Reactant: C1(C2C=C3C(=NC=2C(OC)OC)N(C(OC2C=CC=CC=2)=O)CCC3)CC1.NC1C=C(OCCOC)C(C#N)=CN=1.[Li+].C[Si]([N-][Si](C)(C)C)(C)C.[NH4+].[Cl-].[C:54]([C:56]1[C:57]([O:83][CH2:84][CH2:85][O:86][CH3:87])=[CH:58][C:59]([NH:62][C:63]([N:65]2[C:74]3[C:69](=[CH:70][C:71]([CH:80]4[CH2:82][CH2:81]4)=[C:72]([CH:75](OC)[O:76]C)[N:73]=3)[CH2:68][CH2:67][CH2:66]2)=[O:64])=[N:60][CH:61]=1)#[N:55]. The catalyst class is: 1. (2) Reactant: [OH-].[Na+].[F:3][CH2:4][C:5]1([C:53]([O:55]CC)=[O:54])[CH2:10][CH2:9][C:8]([C:11]2[C:12]([CH3:52])([CH3:51])[C@H:13]3[C@:26]([CH3:29])([CH2:27][CH:28]=2)[C@@H:25]2[C@:16]([CH3:50])([C@@:17]4([CH3:49])[C@H:22]([CH2:23][CH2:24]2)[C@H:21]2[C@H:30]([C:33]([CH3:35])=[CH2:34])[CH2:31][CH2:32][C@:20]2([NH:36][CH2:37][CH2:38][N:39]2[CH2:44][CH2:43][CH:42]([S:45]([CH3:48])(=[O:47])=[O:46])[CH2:41][CH2:40]2)[CH2:19][CH2:18]4)[CH2:15][CH2:14]3)=[CH:7][CH2:6]1. Product: [F:3][CH2:4][C:5]1([C:53]([OH:55])=[O:54])[CH2:10][CH2:9][C:8]([C:11]2[C:12]([CH3:52])([CH3:51])[C@H:13]3[C@:26]([CH3:29])([CH2:27][CH:28]=2)[C@@H:25]2[C@:16]([CH3:50])([C@@:17]4([CH3:49])[C@H:22]([CH2:23][CH2:24]2)[C@H:21]2[C@H:30]([C:33]([CH3:35])=[CH2:34])[CH2:31][CH2:32][C@:20]2([NH:36][CH2:37][CH2:38][N:39]2[CH2:44][CH2:43][CH:42]([S:45]([CH3:48])(=[O:47])=[O:46])[CH2:41][CH2:40]2)[CH2:19][CH2:18]4)[CH2:15][CH2:14]3)=[CH:7][CH2:6]1. The catalyst class is: 169. (3) Reactant: [CH2:1]([O:8][C:9]([NH:11][CH2:12]/[CH:13]=[CH:14]/[B:15]([OH:17])[OH:16])=[O:10])[C:2]1[CH:7]=[CH:6][CH:5]=[CH:4][CH:3]=1.O[C:19]([C:22](O)([CH3:24])[CH3:23])([CH3:21])[CH3:20].S([O-])([O-])(=O)=O.[Mg+2]. Product: [CH3:20][C:19]1([CH3:21])[C:22]([CH3:24])([CH3:23])[O:16][B:15](/[CH:14]=[CH:13]/[CH2:12][NH:11][C:9](=[O:10])[O:8][CH2:1][C:2]2[CH:3]=[CH:4][CH:5]=[CH:6][CH:7]=2)[O:17]1. The catalyst class is: 28. (4) Reactant: [CH3:1][C:2]([C:4]1[CH:9]=[CH:8][C:7]([O:10][CH3:11])=[CH:6][C:5]=1[F:12])=[O:3].[CH3:13][Mg+].[Br-]. Product: [F:12][C:5]1[CH:6]=[C:7]([O:10][CH3:11])[CH:8]=[CH:9][C:4]=1[C:2]([OH:3])([CH3:13])[CH3:1]. The catalyst class is: 1. (5) Reactant: [N+:1]([C:4]1[CH:12]=[CH:11][CH:10]=[C:6]([C:7]([OH:9])=O)[C:5]=1[OH:13])([O-:3])=[O:2].C(Cl)(=O)C(Cl)=O.[CH3:20][N:21]1[CH2:26][CH2:25][NH:24][CH2:23][CH2:22]1. Product: [N+:1]([C:4]1[C:5]([OH:13])=[C:6]([C:7]([N:24]2[CH2:25][CH2:26][N:21]([CH3:20])[CH2:22][CH2:23]2)=[O:9])[CH:10]=[CH:11][CH:12]=1)([O-:3])=[O:2]. The catalyst class is: 85. (6) Reactant: FC(F)(F)C(O)=O.[CH3:8][C:9]1[CH:14]=[C:13]([C:15](=[O:24])[NH:16][C@H:17]2[CH2:22][CH2:21][CH2:20][N:19]([CH3:23])[CH2:18]2)[CH:12]=[CH:11][C:10]=1[C:25]1[CH:30]=[CH:29][C:28]([CH2:31][C@H:32]([NH:47][C:48]([C@H:50]2[CH2:55][CH2:54][C@H:53]([CH2:56][NH:57]C(=O)OC(C)(C)C)[CH2:52][CH2:51]2)=[O:49])[C:33](=[O:46])[NH:34][C:35]2[CH:40]=[CH:39][C:38]([C:41]3[N:42]=[N:43][NH:44][N:45]=3)=[CH:37][CH:36]=2)=[CH:27][CH:26]=1.[ClH:65]. Product: [ClH:65].[NH2:57][CH2:56][C@H:53]1[CH2:54][CH2:55][C@H:50]([C:48]([NH:47][C@H:32]([C:33](=[O:46])[NH:34][C:35]2[CH:36]=[CH:37][C:38]([C:41]3[N:42]=[N:43][NH:44][N:45]=3)=[CH:39][CH:40]=2)[CH2:31][C:28]2[CH:27]=[CH:26][C:25]([C:10]3[CH:11]=[CH:12][C:13]([C:15]([NH:16][C@H:17]4[CH2:22][CH2:21][CH2:20][N:19]([CH3:23])[CH2:18]4)=[O:24])=[CH:14][C:9]=3[CH3:8])=[CH:30][CH:29]=2)=[O:49])[CH2:51][CH2:52]1. The catalyst class is: 12. (7) Reactant: [CH:1]1[C:6]([C@H:7]2[C@H:12]([CH2:13][O:14][C:15]3[CH:16]=[CH:17][C:18]4[O:23][CH2:22][O:21][C:19]=4[CH:20]=3)[CH2:11][NH:10][CH2:9][CH2:8]2)=[CH:5][CH:4]=[C:3]([F:24])[CH:2]=1.[ClH:25]. Product: [CH:5]1[C:6]([C@H:7]2[C@H:12]([CH2:13][O:14][C:15]3[CH:16]=[CH:17][C:18]4[O:23][CH2:22][O:21][C:19]=4[CH:20]=3)[CH2:11][NH:10][CH2:9][CH2:8]2)=[CH:1][CH:2]=[C:3]([F:24])[CH:4]=1.[ClH:25]. The catalyst class is: 8.